This data is from Full USPTO retrosynthesis dataset with 1.9M reactions from patents (1976-2016). The task is: Predict the reactants needed to synthesize the given product. Given the product [NH2:12][C:11]1[CH:13]=[CH:14][C:8]([CH:5]2[CH2:7][CH2:6]2)=[C:9]([OH:15])[CH:10]=1, predict the reactants needed to synthesize it. The reactants are: B(Br)(Br)Br.[CH:5]1([C:8]2[CH:14]=[CH:13][C:11]([NH2:12])=[CH:10][C:9]=2[O:15]C)[CH2:7][CH2:6]1.